Predict the product of the given reaction. From a dataset of Forward reaction prediction with 1.9M reactions from USPTO patents (1976-2016). (1) Given the reactants [CH:1]1N=C[N:3]([C:6]([N:8]2[CH:12]=[N:11][CH:10]=[CH:9]2)=[O:7])[CH:2]=1.[Cl:13][C:14]1[CH:27]=[CH:26][C:17]([O:18][C:19]2[CH:25]=[CH:24]C(N)=C[CH:20]=2)=[CH:16][CH:15]=1.C(O)(=O)[CH2:29][C:30]([CH2:35][C:36](O)=O)([C:32](O)=O)O.[CH2:41](Cl)Cl, predict the reaction product. The product is: [C:30]([C:35]1[CH:9]=[CH:10][N:11]=[C:12]([NH:8][C:6]([NH:3][C:2]2[CH:1]=[CH:20][C:19]([O:18][C:17]3[CH:16]=[CH:15][C:14]([Cl:13])=[CH:27][CH:26]=3)=[CH:25][CH:24]=2)=[O:7])[CH:36]=1)([CH3:41])([CH3:32])[CH3:29]. (2) Given the reactants CC1(C)C(C)(C)OB([C:9]2[CH:10]=[C:11]3[C:16](=[CH:17][CH:18]=2)[CH:15]=[C:14]([C:19]2[NH:23][C:22]([C@@H:24]4[CH2:28][CH2:27][CH2:26][N:25]4[C:29]([O:31][C:32]([CH3:35])([CH3:34])[CH3:33])=[O:30])=[N:21][CH:20]=2)[CH:13]=[CH:12]3)O1.Br[C:38]1[CH:39]=[C:40]2[C:60](=[CH:61][CH:62]=1)[C:44]1[NH:45][C:46]([C@@H:48]3[CH2:52][CH2:51][CH2:50][N:49]3[C:53]([O:55][C:56]([CH3:59])([CH3:58])[CH3:57])=[O:54])=[N:47][C:43]=1[CH2:42][CH2:41]2.C(=O)(O)[O-].[Na+], predict the reaction product. The product is: [C:32]([O:31][C:29]([N:25]1[CH2:26][CH2:27][CH2:28][C@H:24]1[C:22]1[NH:23][C:19]([C:14]2[CH:15]=[C:16]3[C:11](=[CH:12][CH:13]=2)[CH:10]=[C:9]([C:38]2[CH:39]=[C:40]4[C:60](=[CH:61][CH:62]=2)[C:44]2[NH:45][C:46]([C@@H:48]5[CH2:52][CH2:51][CH2:50][N:49]5[C:53]([O:55][C:56]([CH3:58])([CH3:57])[CH3:59])=[O:54])=[N:47][C:43]=2[CH2:42][CH2:41]4)[CH:18]=[CH:17]3)=[CH:20][N:21]=1)=[O:30])([CH3:35])([CH3:33])[CH3:34]. (3) Given the reactants [N:1]1[CH:6]=[CH:5][N:4]=[CH:3][C:2]=1[NH2:7].CO.Br[CH2:11][C:12](=O)[C:13]([O-:15])=[O:14].CO[CH2:19][CH2:20]OC, predict the reaction product. The product is: [N:7]1[CH:11]=[C:12]([C:13]([O:15][CH2:19][CH3:20])=[O:14])[N:1]2[CH:6]=[CH:5][N:4]=[CH:3][C:2]=12. (4) Given the reactants [CH2:1]([N:3]([CH2:29][CH3:30])[CH:4]1[CH2:8][CH2:7][N:6]([C:9]([C:11]2[C:12]([CH3:28])=[N:13][N:14]([C:17]3[CH:22]=[CH:21][CH:20]=[C:19]([C:23]#[C:24][CH:25]([CH3:27])[CH3:26])[CH:18]=3)[C:15]=2[CH3:16])=[O:10])[CH2:5]1)[CH3:2], predict the reaction product. The product is: [CH2:29]([N:3]([CH2:1][CH3:2])[CH:4]1[CH2:8][CH2:7][N:6]([C:9]([C:11]2[C:12]([CH3:28])=[N:13][N:14]([C:17]3[CH:22]=[CH:21][CH:20]=[C:19]([CH2:23][CH2:24][CH:25]([CH3:26])[CH3:27])[CH:18]=3)[C:15]=2[CH3:16])=[O:10])[CH2:5]1)[CH3:30]. (5) Given the reactants Cl[C:2]1[S:6][N:5]=[C:4]([S:7][CH3:8])[N:3]=1.[F:9][C:10]1[CH:17]=[CH:16][C:13]([CH2:14][OH:15])=[CH:12][CH:11]=1.[H-].[Na+].[Cl-].[Na+], predict the reaction product. The product is: [F:9][C:10]1[CH:17]=[CH:16][C:13]([CH2:14][O:15][C:2]2[S:6][N:5]=[C:4]([S:7][CH3:8])[N:3]=2)=[CH:12][CH:11]=1. (6) Given the reactants C(=O)([O-])[O-].[K+].[K+].[F:7][C:8]1[CH:15]=[C:14](F)[CH:13]=[C:12]([F:17])[C:9]=1[C:10]#[N:11].[NH2:18][CH:19]1[CH2:24][CH2:23][N:22]([CH2:25][C:26]2[CH:31]=[CH:30][CH:29]=[CH:28][CH:27]=2)[CH2:21][CH2:20]1.[Cl-].[Na+].C(=O)([O-])O.[Na+], predict the reaction product. The product is: [CH2:25]([N:22]1[CH2:23][CH2:24][CH:19]([NH:18][C:14]2[CH:15]=[C:8]([F:7])[C:9]([C:10]#[N:11])=[C:12]([F:17])[CH:13]=2)[CH2:20][CH2:21]1)[C:26]1[CH:27]=[CH:28][CH:29]=[CH:30][CH:31]=1. (7) Given the reactants [Cl:1][C:2]1[C:3]([F:42])=[C:4]([C@@H:8]2[C@:12]([C:15]3[CH:20]=[CH:19][C:18]([Cl:21])=[CH:17][C:16]=3[F:22])([C:13]#[N:14])[C@H:11]([CH2:23][C:24]([CH3:27])([CH3:26])[CH3:25])[NH:10][C@H:9]2[C:28]([NH:30][C:31]2[CH:39]=[CH:38][C:34]([C:35]([OH:37])=[O:36])=[CH:33][C:32]=2[O:40][CH3:41])=[O:29])[CH:5]=[CH:6][CH:7]=1.[O:43]1[CH2:48][CH2:47][N:46]([CH:49]([CH3:52])[CH2:50]O)[CH2:45][CH2:44]1, predict the reaction product. The product is: [ClH:1].[N:46]1([CH:49]([CH3:52])[CH2:50][O:36][C:35](=[O:37])[C:34]2[CH:38]=[CH:39][C:31]([NH:30][C:28]([C@H:9]3[C@H:8]([C:4]4[CH:5]=[CH:6][CH:7]=[C:2]([Cl:1])[C:3]=4[F:42])[C@:12]([C:15]4[CH:20]=[CH:19][C:18]([Cl:21])=[CH:17][C:16]=4[F:22])([C:13]#[N:14])[C@H:11]([CH2:23][C:24]([CH3:26])([CH3:27])[CH3:25])[NH:10]3)=[O:29])=[C:32]([O:40][CH3:41])[CH:33]=2)[CH2:47][CH2:48][O:43][CH2:44][CH2:45]1. (8) Given the reactants [N+:1]([C:4]1[CH:5]=[C:6]2[C:10](=[CH:11][CH:12]=1)[NH:9][N:8]=[C:7]2[C:13](O)=[O:14])([O-])=O.[AlH4-].[Li+].O.[OH-].[Na+], predict the reaction product. The product is: [NH2:1][C:4]1[CH:5]=[C:6]2[C:10](=[CH:11][CH:12]=1)[NH:9][N:8]=[C:7]2[CH2:13][OH:14].